This data is from Reaction yield outcomes from USPTO patents with 853,638 reactions. The task is: Predict the reaction yield, written as a fraction of the theoretical maximum amount of product (1.0 means a 100% yield; for example, 0.34 means a 34% yield). (1) The reactants are Br[C:2]1[S:3][CH:4]=[C:5]([Br:7])[N:6]=1.CN(C=O)C.[CH3:13][C@H:14]1[O:19][C@@H:18]([CH3:20])[CH2:17][NH:16][CH2:15]1.CCN(C(C)C)C(C)C. The catalyst is O. The product is [Br:7][C:5]1[N:6]=[C:2]([N:16]2[CH2:15][C@H:14]([CH3:13])[O:19][C@H:18]([CH3:20])[CH2:17]2)[S:3][CH:4]=1. The yield is 0.770. (2) The reactants are [NH2:1][C@@H:2]([C@H:8]([OH:12])[CH:9]([CH3:11])[CH3:10])[C:3]([O:5]CC)=[O:4]. The catalyst is Cl. The product is [NH2:1][C@@H:2]([C@H:8]([OH:12])[CH:9]([CH3:11])[CH3:10])[C:3]([OH:5])=[O:4]. The yield is 0.810. (3) The reactants are C(Cl)(=O)OC(C)C.[O:8]1[CH:12]=[CH:11][CH:10]=[C:9]1[C:13]([NH:15][C:16]1([C:22]([NH:24][C@H:25]([C:29](O)=[O:30])[CH:26]([CH3:28])[CH3:27])=[O:23])[CH2:21][CH2:20][CH2:19][CH2:18][CH2:17]1)=[O:14].C(N(CC)CC)C.[BH4-].[Na+]. The catalyst is O1CCCC1.O.C(OCC)(=O)C. The product is [O:8]1[CH:12]=[CH:11][CH:10]=[C:9]1[C:13]([NH:15][C:16]1([C:22]([NH:24][C@H:25]([CH2:29][OH:30])[CH:26]([CH3:28])[CH3:27])=[O:23])[CH2:21][CH2:20][CH2:19][CH2:18][CH2:17]1)=[O:14]. The yield is 0.160. (4) The reactants are [CH3:1][O:2][CH2:3][CH2:4][NH:5][C:6]([C:8]1[S:9][C:10]([CH2:13][CH2:14][C:15]#[C:16][C:17]2[N:18]=[N:19][C:20]([NH:23][C:24](=[O:37])[CH2:25][C:26]3[CH:31]=[CH:30][CH:29]=[C:28]([O:32][C:33]([F:36])([F:35])[F:34])[CH:27]=3)=[CH:21][CH:22]=2)=[N:11][N:12]=1)=[O:7]. The catalyst is [Pd].C1COCC1. The product is [CH3:1][O:2][CH2:3][CH2:4][NH:5][C:6]([C:8]1[S:9][C:10]([CH2:13][CH2:14][CH2:15][CH2:16][C:17]2[N:18]=[N:19][C:20]([NH:23][C:24](=[O:37])[CH2:25][C:26]3[CH:31]=[CH:30][CH:29]=[C:28]([O:32][C:33]([F:36])([F:35])[F:34])[CH:27]=3)=[CH:21][CH:22]=2)=[N:11][N:12]=1)=[O:7]. The yield is 0.780. (5) The reactants are [NH2:1][C:2]1[C:3]2[C:8]([N:9]=[C:10]3[C:15]=1[CH:14]=[CH:13][CH:12]=[CH:11]3)=[CH:7][CH:6]=[CH:5][CH:4]=2.Br[C:17]1[CH:22]=[CH:21][CH:20]=[CH:19][C:18]=1[N+:23]([O-:25])=[O:24].O. The catalyst is CN(C=O)C.C(Cl)Cl. The product is [N+:23]([C:18]1[CH:19]=[CH:20][CH:21]=[CH:22][C:17]=1[NH:1][C:2]1[C:3]2[C:8]([N:9]=[C:10]3[C:15]=1[CH:14]=[CH:13][CH:12]=[CH:11]3)=[CH:7][CH:6]=[CH:5][CH:4]=2)([O-:25])=[O:24]. The yield is 0.730. (6) The reactants are [NH2:1][C:2]1[CH:10]=[CH:9][CH:8]=[C:7]([O:11][CH3:12])[C:3]=1[C:4]([OH:6])=O.[CH2:13]([NH2:20])[C:14]1[CH:19]=[CH:18][CH:17]=[CH:16][CH:15]=1.C(N(C(C)C)CC)(C)C.[Cl-].ClC1N(C)CC[NH+]1C. The catalyst is ClCCl.O. The product is [NH2:1][C:2]1[CH:10]=[CH:9][CH:8]=[C:7]([O:11][CH3:12])[C:3]=1[C:4]([NH:20][CH2:13][C:14]1[CH:19]=[CH:18][CH:17]=[CH:16][CH:15]=1)=[O:6]. The yield is 0.460. (7) The reactants are [Cl:1][C:2]1[C:11]2[C:6](=[C:7]([N+:13]([O-])=O)[CH:8]=[CH:9][C:10]=2[CH3:12])[N:5]=[C:4]([O:16][CH3:17])[CH:3]=1.S(S([O-])=O)([O-])=O.[Na+].[Na+].[OH-].[Na+]. The catalyst is C(O)C. The product is [Cl:1][C:2]1[C:11]2[C:6](=[C:7]([NH2:13])[CH:8]=[CH:9][C:10]=2[CH3:12])[N:5]=[C:4]([O:16][CH3:17])[CH:3]=1. The yield is 0.530. (8) The reactants are [CH3:1][NH:2][C:3]1[CH:7]=[C:6]([C:8]2[CH:13]=[CH:12][N:11]=[CH:10][CH:9]=2)[S:5][C:4]=1[C:14]([O:16]C)=[O:15].C[O-].[Na+].CO.Cl. The catalyst is O. The product is [CH3:1][NH:2][C:3]1[CH:7]=[C:6]([C:8]2[CH:9]=[CH:10][N:11]=[CH:12][CH:13]=2)[S:5][C:4]=1[C:14]([OH:16])=[O:15]. The yield is 0.680.